From a dataset of Forward reaction prediction with 1.9M reactions from USPTO patents (1976-2016). Predict the product of the given reaction. Given the reactants [C:1]([O:5][C:6]([N:8]1[CH2:13][CH2:12][CH2:11][C@@H:10]([C:14]([OH:16])=O)[CH2:9]1)=[O:7])([CH3:4])([CH3:3])[CH3:2].CN(C(ON1N=NC2C=CC=NC1=2)=[N+](C)C)C.F[P-](F)(F)(F)(F)F.[C:41]([O:45][C:46](=[O:70])[N:47]([C:55]1[CH:60]=[C:59]([C:61]2[C:66]([Cl:67])=[CH:65][N:64]=[C:63]([NH2:68])[CH:62]=2)[CH:58]=[CH:57][C:56]=1[Cl:69])[CH2:48][CH:49]1[CH2:54][CH2:53][O:52][CH2:51][CH2:50]1)([CH3:44])([CH3:43])[CH3:42].CCN(C(C)C)C(C)C, predict the reaction product. The product is: [C:41]([O:45][C:46]([N:47]([CH2:48][CH:49]1[CH2:50][CH2:51][O:52][CH2:53][CH2:54]1)[C:55]1[CH:60]=[C:59]([C:61]2[C:66]([Cl:67])=[CH:65][N:64]=[C:63]([NH:68][C:14]([C@@H:10]3[CH2:11][CH2:12][CH2:13][N:8]([C:6]([O:5][C:1]([CH3:2])([CH3:3])[CH3:4])=[O:7])[CH2:9]3)=[O:16])[CH:62]=2)[CH:58]=[CH:57][C:56]=1[Cl:69])=[O:70])([CH3:44])([CH3:42])[CH3:43].